From a dataset of Human Reference Interactome with 51,813 positive PPI pairs across 8,248 proteins, plus equal number of experimentally-validated negative pairs. Binary Classification. Given two protein amino acid sequences, predict whether they physically interact or not. (1) Protein 1 (ENSG00000081870) has sequence MRKIDLCLSSEGSEVILATSSDEKHPPENIIDGNPETFWTTTGMFPQEFIICFHKHVRIERLVIQSYFVQTLKIEKSTSKEPVDFEQWIEKDLVHTEGQLQNEEIVAHDGSATYLRFIIVSAFDHFASVHSVSAEGTVVSNLSS*MRKIDLCLSSEGSEVILATSSDEKHPPENIIDGNPETFWTTTGMFPQEFIICFHKHVRIERLVIQSYFVQTLKIEKSTSKEPVDFEQWIEKDLVHTEGQLQNEEIVVSEYTL*MRKIDLCLSSEGSEVILATSSDEKHPPENIIDGNPETFWTTT.... Protein 2 (ENSG00000130347) has sequence MEFLKTCVLRRNACTAVCFWRSKVVQKPSVRRISTTSPRSTVMPAWVIDKYGKNEVLRFTQNMMMPIIHYPNEVIVKVHAASVNPIDVNMRSGYGATALNMKRDPLHVKIKGEEFPLTLGRDVSGVVMECGLDVKYFKPGDEVWAAVPPWKQGTLSEFVVVSGNEVSHKPKSLTHTQAASLPYVALTAWSAINKVGGLNDKNCTGKRVLILGASGGVGTFAIQVMKAWDAHVTAVCSQDASELVRKLGADDVIDYKSGSVEEQLKSLKPFDFILDNVGGSTETWAPDFLKKWSGATYVTL.... Result: 0 (the proteins do not interact). (2) Protein 2 (ENSG00000242028) has sequence MATEGDVELELETETSGPERPPEKPRKHDSGAADLERVTDYAEEKEIQSSNLETAMSVIGDRRSREQKAKQEREKELAKVTIKKEDLELIMTEMEISRAAAERSLREHMGNVVEALIALTN*MATEGDVELELETETSGPERPPEKPRKHDSGAADLERVTDYAEEKEIQSSNLETGERTGKSHYQEGRSGANSEW*. Result: 0 (the proteins do not interact). Protein 1 (ENSG00000152104) has sequence MPFGLKLRRTRRYNVLSKNCFVTRIRLLDSNVIECTLSVESTGQECLEAVAQRLELRETHYFGLWFLSKSQQARWVELEKPLKKHLDKFANEPLLFFGVMFYVPNVSWLQQEATRYQYYLQVKKDVLEGRLRCTLDQVIRLAGLAVQADFGDYNQFDSQDFLREYVLFPMDLALEEAVLEELTQKVAQEHKAHSGILPAEAELMYINEVERLDGFGQEIFPVKDNHGNCVHLGIFFMGIFVRNRIGRQAVIYRWNDMGNITHNKSTILVELINKEETALFHTDDIENAKYISRLFATRHK....